This data is from Reaction yield outcomes from USPTO patents with 853,638 reactions. The task is: Predict the reaction yield, written as a fraction of the theoretical maximum amount of product (1.0 means a 100% yield; for example, 0.34 means a 34% yield). (1) The reactants are [Na].[NH:2]1[CH:6]=[N:5][CH:4]=[N:3]1.[Br:7][C:8]1[CH:13]=[CH:12][CH:11]=[CH:10][C:9]=1[C:14]1[CH:19]=[CH:18][C:17]([CH2:20]OS(C)(=O)=O)=[CH:16][CH:15]=1. The catalyst is CN(C=O)C.C(=O)(O)[O-].[Na+]. The product is [Br:7][C:8]1[CH:13]=[CH:12][CH:11]=[CH:10][C:9]=1[C:14]1[CH:15]=[CH:16][C:17]([CH2:20][N:2]2[CH:6]=[N:5][CH:4]=[N:3]2)=[CH:18][CH:19]=1. The yield is 0.700. (2) The reactants are [H-].[Na+].[F:3][C:4]1[CH:29]=[CH:28][C:7]([CH2:8][O:9][C:10]2[CH:11]=[C:12]3[C:16](=[CH:17][CH:18]=2)[C:15](=[O:19])[N:14]([CH2:20][CH:21]([OH:26])[C:22]([F:25])([F:24])[F:23])[C:13]3=[O:27])=[CH:6][CH:5]=1.I[CH3:31].O. The catalyst is O1CCCC1. The product is [F:3][C:4]1[CH:5]=[CH:6][C:7]([CH2:8][O:9][C:10]2[CH:11]=[C:12]3[C:16](=[CH:17][CH:18]=2)[C:15](=[O:19])[N:14]([CH2:20][CH:21]([O:26][CH3:31])[C:22]([F:24])([F:25])[F:23])[C:13]3=[O:27])=[CH:28][CH:29]=1. The yield is 0.320. (3) The reactants are [CH3:1][N:2]([CH3:12])[C:3]1[N:8]=[CH:7][N:6]=[C:5]2[NH:9][N:10]=[CH:11][C:4]=12.[I:13]N1C(=O)CCC1=O. The catalyst is CN(C=O)C. The product is [I:13][C:11]1[C:4]2[C:5](=[N:6][CH:7]=[N:8][C:3]=2[N:2]([CH3:12])[CH3:1])[NH:9][N:10]=1. The yield is 0.460. (4) The reactants are [F:1][C:2]1[CH:3]=[C:4]([CH2:9][CH:10]([NH:28]C(=O)OC(C)(C)C)[CH:11]([OH:27])[CH2:12][NH:13][C:14]2([C:17]3[S:18][CH:19]=[C:20]([CH2:22][C:23]([CH3:26])([CH3:25])[CH3:24])[N:21]=3)[CH2:16][CH2:15]2)[CH:5]=[C:6]([F:8])[CH:7]=1.Cl.O1CCOCC1. No catalyst specified. The product is [NH2:28][CH:10]([CH2:9][C:4]1[CH:3]=[C:2]([F:1])[CH:7]=[C:6]([F:8])[CH:5]=1)[CH:11]([OH:27])[CH2:12][NH:13][C:14]1([C:17]2[S:18][CH:19]=[C:20]([CH2:22][C:23]([CH3:25])([CH3:24])[CH3:26])[N:21]=2)[CH2:15][CH2:16]1. The yield is 0.910. (5) The reactants are [C:1]([C:4]1[C:9]([CH3:10])=[CH:8][C:7]([NH:11]C(=O)C)=[CH:6][C:5]=1F)(=[O:3])[CH3:2].[ClH:16].[OH-].[Na+]. The catalyst is C(O)C. The product is [NH2:11][C:7]1[CH:8]=[C:9]([CH3:10])[C:4]([C:1](=[O:3])[CH3:2])=[C:5]([Cl:16])[CH:6]=1. The yield is 0.860.